From a dataset of TCR-epitope binding with 47,182 pairs between 192 epitopes and 23,139 TCRs. Binary Classification. Given a T-cell receptor sequence (or CDR3 region) and an epitope sequence, predict whether binding occurs between them. (1) The epitope is FVRATATIPI. The TCR CDR3 sequence is CAIREDSLYGYTF. Result: 0 (the TCR does not bind to the epitope). (2) The epitope is KLGGALQAK. The TCR CDR3 sequence is CAISARQPWIGNTIYF. Result: 1 (the TCR binds to the epitope). (3) The epitope is VSFIEFVGW. The TCR CDR3 sequence is CASSHSLLAAVAGETQYF. Result: 0 (the TCR does not bind to the epitope). (4) The epitope is YVLDHLIVV. The TCR CDR3 sequence is CASAPGQGWGYTF. Result: 0 (the TCR does not bind to the epitope). (5) The epitope is NLVPMVATV. The TCR CDR3 sequence is CASRLFETQYF. Result: 1 (the TCR binds to the epitope).